Dataset: Forward reaction prediction with 1.9M reactions from USPTO patents (1976-2016). Task: Predict the product of the given reaction. (1) Given the reactants [C:1]([C:3]1[CH:4]=[N:5][N:6]2[C:11]([C:12]([F:15])([F:14])[F:13])=[CH:10][C:9]([C:16]3[CH:21]=[CH:20][CH:19]=[C:18]([C:22]([F:25])([F:24])[F:23])[CH:17]=3)=[N:8][C:7]=12)#[CH:2].Br[C:27]1[CH:32]=[CH:31][C:30]([S:33]([NH2:36])(=[O:35])=[O:34])=[CH:29][CH:28]=1, predict the reaction product. The product is: [F:15][C:12]([F:14])([F:13])[C:11]1[N:6]2[N:5]=[CH:4][C:3]([C:1]#[C:2][C:27]3[CH:32]=[CH:31][C:30]([S:33]([NH2:36])(=[O:35])=[O:34])=[CH:29][CH:28]=3)=[C:7]2[N:8]=[C:9]([C:16]2[CH:21]=[CH:20][CH:19]=[C:18]([C:22]([F:25])([F:24])[F:23])[CH:17]=2)[CH:10]=1. (2) The product is: [Cl:1][C:2]1[CH:7]=[CH:6][CH:5]=[C:4]([F:8])[C:3]=1[N:14]([C:12](=[O:13])[CH2:11][Cl:10])[C:15]1[CH:16]=[CH:17][C:18]([CH2:21][CH3:22])=[CH:19][CH:20]=1. Given the reactants [Cl:1][C:2]1[CH:7]=[CH:6][CH:5]=[C:4]([F:8])[C:3]=1O.[Cl:10][CH2:11][C:12]([NH:14][C:15]1[CH:20]=[CH:19][C:18]([CH2:21][CH3:22])=[CH:17][CH:16]=1)=[O:13], predict the reaction product. (3) Given the reactants [N:1]1([C:6]2[CH:7]=[C:8]([CH:12]=[CH:13][N:14]=2)[C:9]([OH:11])=O)[CH:5]=[CH:4][N:3]=[CH:2]1.C(N(CC)C(C)C)(C)C.C1C=NC2N(O)N=NC=2C=1.Cl.C(N=C=NCCCN(C)C)C.Cl.[NH2:47][C:48]1[C:49]2[C:59]([O:60][CH2:61][C:62]([NH2:65])([CH3:64])[CH3:63])=[CH:58][CH:57]=[CH:56][C:50]=2[NH:51][S:52](=[O:55])(=[O:54])[N:53]=1.CC(O)=O.Cl, predict the reaction product. The product is: [NH2:47][C:48]1[C:49]2[C:59]([O:60][CH2:61][C:62]([NH:65][C:9](=[O:11])[C:8]3[CH:12]=[CH:13][N:14]=[C:6]([N:1]4[CH:5]=[CH:4][N:3]=[CH:2]4)[CH:7]=3)([CH3:63])[CH3:64])=[CH:58][CH:57]=[CH:56][C:50]=2[NH:51][S:52](=[O:55])(=[O:54])[N:53]=1. (4) Given the reactants [NH:1]1[C:5]([C:6]2[C:14]3[C:9](=[CH:10][CH:11]=[C:12]([NH:15][C:16]([CH:18]4[CH2:22][CH2:21][N:20]([CH2:23][C:24](=[O:43])[N:25]5[CH2:30][CH2:29][N:28]([C:31]6[CH:36]=[CH:35][C:34]([C:37]7[N:42]=[CH:41][CH:40]=[CH:39][N:38]=7)=[CH:33][CH:32]=6)[CH2:27][CH2:26]5)[CH2:19]4)=[O:17])[CH:13]=3)[N:8](COCC[Si](C)(C)C)[N:7]=2)=[N:4][N:3]=[N:2]1.C(O)(C(F)(F)F)=O, predict the reaction product. The product is: [NH:4]1[C:5]([C:6]2[C:14]3[C:9](=[CH:10][CH:11]=[C:12]([NH:15][C:16]([CH:18]4[CH2:22][CH2:21][N:20]([CH2:23][C:24](=[O:43])[N:25]5[CH2:30][CH2:29][N:28]([C:31]6[CH:32]=[CH:33][C:34]([C:37]7[N:38]=[CH:39][CH:40]=[CH:41][N:42]=7)=[CH:35][CH:36]=6)[CH2:27][CH2:26]5)[CH2:19]4)=[O:17])[CH:13]=3)[NH:8][N:7]=2)=[N:1][N:2]=[N:3]1.